Dataset: NCI-60 drug combinations with 297,098 pairs across 59 cell lines. Task: Regression. Given two drug SMILES strings and cell line genomic features, predict the synergy score measuring deviation from expected non-interaction effect. Drug 1: C1CCC(C1)C(CC#N)N2C=C(C=N2)C3=C4C=CNC4=NC=N3. Drug 2: CC12CCC(CC1=CCC3C2CCC4(C3CC=C4C5=CN=CC=C5)C)O. Cell line: RXF 393. Synergy scores: CSS=12.9, Synergy_ZIP=-3.27, Synergy_Bliss=-0.0714, Synergy_Loewe=-8.13, Synergy_HSA=0.197.